The task is: Predict the product of the given reaction.. This data is from Forward reaction prediction with 1.9M reactions from USPTO patents (1976-2016). (1) Given the reactants C[C@@H](PC)[C]1[C](P(C2C3C(=CC=CC=3)C=CC=2)C2C3C(=CC=CC=3)C=CC=2)[CH][CH][CH]1.[CH2:31]([C:38]1[C:47]2[C:42](=[CH:43][CH:44]=[C:45]([O:48][CH3:49])[CH:46]=2)[CH2:41][CH2:40][C:39]=1[NH:50][C:51](=[O:54])[CH2:52][CH3:53])[C:32]1[CH:37]=[CH:36][CH:35]=[CH:34][CH:33]=1.[H][H], predict the reaction product. The product is: [CH2:31]([C@@H:38]1[C:47]2[C:42](=[CH:43][CH:44]=[C:45]([O:48][CH3:49])[CH:46]=2)[CH2:41][CH2:40][C@@H:39]1[NH:50][C:51](=[O:54])[CH2:52][CH3:53])[C:32]1[CH:37]=[CH:36][CH:35]=[CH:34][CH:33]=1. (2) Given the reactants Br[C:2]1[CH:7]=[CH:6][C:5]([C:8]([CH3:17])([CH3:16])[C:9]([NH:11][CH2:12][CH:13]([CH3:15])[CH3:14])=[O:10])=[CH:4][CH:3]=1.[CH:18]([C:20]1[CH:25]=[CH:24][CH:23]=[CH:22][C:21]=1B(O)O)=[O:19], predict the reaction product. The product is: [CH:18]([C:20]1[CH:25]=[CH:24][CH:23]=[CH:22][C:21]=1[C:2]1[CH:7]=[CH:6][C:5]([C:8]([CH3:17])([CH3:16])[C:9]([NH:11][CH2:12][CH:13]([CH3:15])[CH3:14])=[O:10])=[CH:4][CH:3]=1)=[O:19].